From a dataset of Full USPTO retrosynthesis dataset with 1.9M reactions from patents (1976-2016). Predict the reactants needed to synthesize the given product. (1) Given the product [CH:28](/[C:2]1[N:3]=[CH:4][C:5]2[CH:6]=[CH:7][C:8]3[C:17]4[C:16](=[O:18])[NH:15][CH2:14][CH2:13][CH2:12][C:11]=4[NH:10][C:9]=3[C:19]=2[CH:20]=1)=[CH:27]\[C:21]1[CH:26]=[CH:25][CH:24]=[CH:23][CH:22]=1, predict the reactants needed to synthesize it. The reactants are: Cl[C:2]1[N:3]=[CH:4][C:5]2[CH:6]=[CH:7][C:8]3[C:17]4[C:16](=[O:18])[NH:15][CH2:14][CH2:13][CH2:12][C:11]=4[NH:10][C:9]=3[C:19]=2[CH:20]=1.[C:21]1(/[CH:27]=[CH:28]/B(O)O)[CH:26]=[CH:25][CH:24]=[CH:23][CH:22]=1.[OH-].[Na+].C1C=CC(P(C2C=CC=CC=2)C2C=CC=CC=2)=CC=1. (2) Given the product [CH2:1]([O:3][C:4]([C:6]1[CH:35]=[CH:34][C:9]2[N:10]=[C:11]([NH:13][CH:14]3[CH2:19][CH2:18][N:17]([CH2:20][C:21]4[CH:26]=[C:25]([O:27][CH2:28][CH3:29])[C:24]([N:47]5[CH:51]=[CH:50][CH:49]=[CH:48]5)=[C:23]([O:31][CH2:32][CH3:33])[CH:22]=4)[CH2:16][CH2:15]3)[S:12][C:8]=2[CH:7]=1)=[O:5])[CH3:2], predict the reactants needed to synthesize it. The reactants are: [CH2:1]([O:3][C:4]([C:6]1[CH:35]=[CH:34][C:9]2[N:10]=[C:11]([NH:13][CH:14]3[CH2:19][CH2:18][N:17]([CH2:20][C:21]4[CH:26]=[C:25]([O:27][CH2:28][CH3:29])[C:24](F)=[C:23]([O:31][CH2:32][CH3:33])[CH:22]=4)[CH2:16][CH2:15]3)[S:12][C:8]=2[CH:7]=1)=[O:5])[CH3:2].C(OC1C=C(C=C(OCC)C=1[N:47]1[CH:51]=[CH:50][CH:49]=[CH:48]1)C=O)C.C([BH3-])#N.[Na+].C(N(C(C)C)C(C)C)C.